From a dataset of Peptide-MHC class II binding affinity with 134,281 pairs from IEDB. Regression. Given a peptide amino acid sequence and an MHC pseudo amino acid sequence, predict their binding affinity value. This is MHC class II binding data. (1) The peptide sequence is GDITGEDIFCAMPYNILD. The MHC is DRB1_0101 with pseudo-sequence DRB1_0101. The binding affinity (normalized) is 0.0317. (2) The peptide sequence is FTVFEAAFNNAIKAG. The MHC is DRB1_0901 with pseudo-sequence DRB1_0901. The binding affinity (normalized) is 0.622. (3) The peptide sequence is GTWTYDGSVVA. The MHC is DRB3_0101 with pseudo-sequence DRB3_0101. The binding affinity (normalized) is 0.756. (4) The peptide sequence is HYKGSSFHRVIPGFM. The MHC is HLA-DQA10201-DQB10202 with pseudo-sequence HLA-DQA10201-DQB10202. The binding affinity (normalized) is 0.402. (5) The peptide sequence is QIRMAKLLGRDPEQS. The MHC is DRB1_0901 with pseudo-sequence DRB1_0901. The binding affinity (normalized) is 0.291.